From a dataset of Full USPTO retrosynthesis dataset with 1.9M reactions from patents (1976-2016). Predict the reactants needed to synthesize the given product. (1) Given the product [C:7]([N:1]1[CH2:2][CH2:3][CH2:4][CH2:5][CH2:6]1)([O:9][C:10]([CH3:13])([CH3:12])[CH3:11])=[O:8], predict the reactants needed to synthesize it. The reactants are: [NH:1]1[CH2:6][CH:5]=[CH:4][CH2:3][CH2:2]1.[C:7](O[C:7]([O:9][C:10]([CH3:13])([CH3:12])[CH3:11])=[O:8])([O:9][C:10]([CH3:13])([CH3:12])[CH3:11])=[O:8]. (2) Given the product [CH:13]1([NH:12][C:10](=[O:11])[C:9]2[CH:16]=[CH:17][C:18]([CH3:19])=[C:7]([N:6]3[CH:5]=[N:4][C:3]4[C:2]3=[N:1][CH:29]=[N:31][C:20]=4[C:21]3[CH:26]=[CH:25][C:24]([SH:27])=[CH:23][CH:22]=3)[CH:8]=2)[CH2:15][CH2:14]1, predict the reactants needed to synthesize it. The reactants are: [NH2:1][C:2]1[N:6]([C:7]2[CH:8]=[C:9]([CH:16]=[CH:17][C:18]=2[CH3:19])[C:10]([NH:12][CH:13]2[CH2:15][CH2:14]2)=[O:11])[CH:5]=[N:4][C:3]=1[C:20](=O)[C:21]1[CH:26]=[CH:25][C:24]([SH:27])=[CH:23][CH:22]=1.[CH:29]([NH2:31])=O. (3) Given the product [C:31]([O:35][CH2:20][CH3:15])(=[O:33])[CH3:32].[Cl-:1].[Na+:38].[OH2:24].[NH2:23][C:4]1[CH:5]=[C:6]2[C:11](=[C:2]([Cl:1])[CH:3]=1)[N:10]=[CH:9][C:8]([C:12]#[N:13])=[C:7]2[NH:14][C:15]1[CH:20]=[CH:19][C:18]([F:21])=[C:17]([Cl:22])[CH:16]=1, predict the reactants needed to synthesize it. The reactants are: [Cl:1][C:2]1[CH:3]=[C:4]([N+:23]([O-])=[O:24])[CH:5]=[C:6]2[C:11]=1[N:10]=[CH:9][C:8]([C:12]#[N:13])=[C:7]2[NH:14][C:15]1[CH:20]=[CH:19][C:18]([F:21])=[C:17]([Cl:22])[CH:16]=1.O.O.Cl[Sn]Cl.[CH2:31]([OH:33])[CH3:32].C(=O)([O-])[O-:35].[Na+:38].[Na+]. (4) Given the product [Cl:1][C:2]1[CH:7]=[CH:6][C:5]([C:8]2[CH:12]=[C:11]([C:26]([F:29])([F:28])[F:27])[NH:10][C:9]=2[C:13]([O:15][CH2:16][CH3:17])=[O:14])=[C:4]([F:18])[CH:3]=1, predict the reactants needed to synthesize it. The reactants are: [Cl:1][C:2]1[CH:7]=[CH:6][C:5]([C:8]2[CH:12]=[CH:11][NH:10][C:9]=2[C:13]([O:15][CH2:16][CH3:17])=[O:14])=[C:4]([F:18])[CH:3]=1.OP([O-])([O-])=O.[K+].[K+].[C:26](S(Cl)(=O)=O)([F:29])([F:28])[F:27].CCOC(C)=O. (5) The reactants are: [C@@H:1]12[CH2:7][NH:6][C@@H:5]1[CH2:4][N:3]([C:8]([O:10][CH2:11][C:12]1[CH:17]=[CH:16][CH:15]=[CH:14][CH:13]=1)=[O:9])[CH2:2]2.[Cl:18][C:19]1[C:24]([Cl:25])=[CH:23][C:22](I)=[CH:21][N:20]=1.C1(P(C2C=CC=CC=2)C2C=CC3C(=CC=CC=3)C=2C2C3C(=CC=CC=3)C=CC=2P(C2C=CC=CC=2)C2C=CC=CC=2)C=CC=CC=1.CC(C)([O-])C.[Na+]. Given the product [Cl:25][C:24]1[CH:23]=[C:22]([N:6]2[CH2:7][C@@H:1]3[C@H:5]2[CH2:4][N:3]([C:8]([O:10][CH2:11][C:12]2[CH:17]=[CH:16][CH:15]=[CH:14][CH:13]=2)=[O:9])[CH2:2]3)[CH:21]=[N:20][C:19]=1[Cl:18], predict the reactants needed to synthesize it. (6) Given the product [CH3:1][C:2]1[S:3][C:4]([C:8]2[C:9](=[O:16])[NH:10][C:11](=[O:14])[NH:12][CH:13]=2)=[C:5]([CH3:7])[N:6]=1, predict the reactants needed to synthesize it. The reactants are: [CH3:1][C:2]1[S:3][C:4]([C:8]2[C:9]([O:16]C)=[N:10][C:11]([O:14]C)=[N:12][CH:13]=2)=[C:5]([CH3:7])[N:6]=1.Cl.